This data is from Reaction yield outcomes from USPTO patents with 853,638 reactions. The task is: Predict the reaction yield, written as a fraction of the theoretical maximum amount of product (1.0 means a 100% yield; for example, 0.34 means a 34% yield). (1) The reactants are [C:1]1([C:7]2([C:17]3[CH:22]=[CH:21][CH:20]=[CH:19][CH:18]=3)[CH:11]3[CH2:12][NH:13][CH2:14][CH2:15][N:10]3[C:9](=[O:16])[O:8]2)[CH:6]=[CH:5][CH:4]=[CH:3][CH:2]=1.C(N(C(C)C)CC)(C)C.[C:32](Cl)(=[O:41])[O:33][C:34]1[CH:39]=[CH:38][C:37]([F:40])=[CH:36][CH:35]=1. The catalyst is O1CCCC1. The product is [F:40][C:37]1[CH:38]=[CH:39][C:34]([O:33][C:32]([N:13]2[CH2:14][CH2:15][N:10]3[C:9](=[O:16])[O:8][C:7]([C:1]4[CH:6]=[CH:5][CH:4]=[CH:3][CH:2]=4)([C:17]4[CH:18]=[CH:19][CH:20]=[CH:21][CH:22]=4)[CH:11]3[CH2:12]2)=[O:41])=[CH:35][CH:36]=1. The yield is 0.790. (2) The reactants are [S:1]1[CH:5]=[CH:4][N:3]=[C:2]1[CH2:6][N:7]1[C:15]2[C:10](=[CH:11][C:12]([NH:16][C:17]3[C:26]4[C:21](=[CH:22][CH:23]=[CH:24][C:25]=4[O:27][C@H:28]([CH3:32])[C:29](O)=[O:30])[N:20]=[CH:19][N:18]=3)=[CH:13][CH:14]=2)[CH:9]=[N:8]1.[NH:33]1[CH2:38][CH2:37][O:36][CH2:35][CH2:34]1. No catalyst specified. The product is [CH3:32][C@@H:28]([O:27][C:25]1[CH:24]=[CH:23][CH:22]=[C:21]2[C:26]=1[C:17]([NH:16][C:12]1[CH:11]=[C:10]3[C:15](=[CH:14][CH:13]=1)[N:7]([CH2:6][C:2]1[S:1][CH:5]=[CH:4][N:3]=1)[N:8]=[CH:9]3)=[N:18][CH:19]=[N:20]2)[C:29]([N:33]1[CH2:38][CH2:37][O:36][CH2:35][CH2:34]1)=[O:30]. The yield is 0.330. (3) The reactants are [O:1]1[C:5]2([CH2:10][CH2:9][CH:8]([NH:11][C:12]3[NH:16][N:15]=[CH:14][CH:13]=3)[CH2:7][CH2:6]2)[O:4][CH2:3][CH2:2]1.N12CCCN=C1CCCCC2.[C:28]([C:30]1[CH:35]=[CH:34][CH:33]=[CH:32][C:31]=1[C:36]1[CH:41]=[CH:40][C:39]([CH2:42][CH:43]([C:49](=O)[CH2:50][CH2:51][CH3:52])[C:44](OCC)=[O:45])=[CH:38][C:37]=1[O:54][CH3:55])#[N:29].C(OCC)(=O)C. The catalyst is CCN(C1C=CC=CC=1)CC.O. The product is [O:4]1[C:5]2([CH2:6][CH2:7][CH:8]([N:11]3[C:44](=[O:45])[C:43]([CH2:42][C:39]4[CH:40]=[CH:41][C:36]([C:31]5[C:30]([C:28]#[N:29])=[CH:35][CH:34]=[CH:33][CH:32]=5)=[C:37]([O:54][CH3:55])[CH:38]=4)=[C:49]([CH2:50][CH2:51][CH3:52])[N:16]4[N:15]=[CH:14][CH:13]=[C:12]34)[CH2:9][CH2:10]2)[O:1][CH2:2][CH2:3]1. The yield is 0.700. (4) The reactants are Br[C:2]1[C:3]([C:16]2[CH:21]=[CH:20][CH:19]=[CH:18][CH:17]=2)=[N:4][C:5]2[C:10]([N:11]=1)=[CH:9][C:8]([C:12]([O:14][CH3:15])=[O:13])=[CH:7][CH:6]=2.[Cl:22][C:23]1[CH:28]=[CH:27][C:26]([N:29]2[CH2:34][CH2:33][NH:32][CH2:31][CH2:30]2)=[CH:25][CH:24]=1.CCN(C(C)C)C(C)C. The catalyst is CN(C=O)C. The product is [Cl:22][C:23]1[CH:24]=[CH:25][C:26]([N:29]2[CH2:34][CH2:33][N:32]([C:2]3[C:3]([C:16]4[CH:21]=[CH:20][CH:19]=[CH:18][CH:17]=4)=[N:4][C:5]4[C:10]([N:11]=3)=[CH:9][C:8]([C:12]([O:14][CH3:15])=[O:13])=[CH:7][CH:6]=4)[CH2:31][CH2:30]2)=[CH:27][CH:28]=1. The yield is 0.690. (5) The reactants are Br[C:2]1[CH:3]=[C:4]([CH2:8][N:9]2[C:14](=[O:15])[C:13]([C:16]([NH:18][CH2:19][C:20]([OH:22])=[O:21])=[O:17])=[C:12]([OH:23])[C:11]([CH:24]([CH3:26])[CH3:25])=[N:10]2)[CH:5]=[CH:6][CH:7]=1.CC1(C)C(C)(C)OB([C:35]2[CH:40]=[CH:39][N:38]=[C:37]([N:41]3[CH2:46][CH2:45][NH:44][CH2:43][CH2:42]3)[CH:36]=2)O1.C(=O)([O-])[O-].[K+].[K+].Cl. The catalyst is O1CCOCC1.O.C1C=CC([P]([Pd]([P](C2C=CC=CC=2)(C2C=CC=CC=2)C2C=CC=CC=2)([P](C2C=CC=CC=2)(C2C=CC=CC=2)C2C=CC=CC=2)[P](C2C=CC=CC=2)(C2C=CC=CC=2)C2C=CC=CC=2)(C2C=CC=CC=2)C2C=CC=CC=2)=CC=1. The product is [OH:23][C:12]1[C:11]([CH:24]([CH3:26])[CH3:25])=[N:10][N:9]([CH2:8][C:4]2[CH:5]=[CH:6][CH:7]=[C:2]([C:35]3[CH:40]=[CH:39][N:38]=[C:37]([N:41]4[CH2:42][CH2:43][NH:44][CH2:45][CH2:46]4)[CH:36]=3)[CH:3]=2)[C:14](=[O:15])[C:13]=1[C:16]([NH:18][CH2:19][C:20]([OH:22])=[O:21])=[O:17]. The yield is 0.462. (6) The reactants are [CH3:1][S:2][CH2:3][CH2:4][CH2:5][NH2:6].[CH3:7][CH2:8][CH2:9][CH2:10][CH2:11][CH3:12].[C:13]([O:16]CC)(=[O:15])C. No catalyst specified. The product is [CH3:1][S:2][CH2:3][CH2:4][CH2:5][NH:6][C:13](=[O:15])[O:16][C:9]1[CH:8]=[CH:7][CH:12]=[CH:11][CH:10]=1. The yield is 0.931. (7) The reactants are C[O:2][C:3]([C:5]1[C:14]2[C:9](=[C:10]([NH:15][C:16]([NH:18][CH2:19][C:20]3[CH:25]=[CH:24][C:23]([C:26]([F:29])([F:28])[F:27])=[CH:22][CH:21]=3)=[O:17])[CH:11]=[CH:12][CH:13]=2)[CH:8]=[CH:7][N:6]=1)=O.[BH4-].[Li+]. The catalyst is C1COCC1.C1(C)C=CC=CC=1. The product is [OH:2][CH2:3][C:5]1[C:14]2[C:9](=[C:10]([NH:15][C:16]([NH:18][CH2:19][C:20]3[CH:21]=[CH:22][C:23]([C:26]([F:29])([F:27])[F:28])=[CH:24][CH:25]=3)=[O:17])[CH:11]=[CH:12][CH:13]=2)[CH:8]=[CH:7][N:6]=1. The yield is 0.120. (8) The reactants are C(N1C=CN=C1)(N1C=CN=C1)=O.[C:13]([O:17][C:18]([NH:20][C:21]([CH3:26])([CH3:25])[C:22]([OH:24])=O)=[O:19])([CH3:16])([CH3:15])[CH3:14].C(N(CC)C(C)C)(C)C.[Br:36][C:37]1[C:38]([NH2:44])=[N:39][CH:40]=[C:41]([Br:43])[N:42]=1. The catalyst is CN(C)C=O.ClCCl. The product is [Br:36][C:37]1[C:38]([NH:44][C:22](=[O:24])[C:21]([NH:20][C:18](=[O:19])[O:17][C:13]([CH3:14])([CH3:15])[CH3:16])([CH3:26])[CH3:25])=[N:39][CH:40]=[C:41]([Br:43])[N:42]=1. The yield is 0.370. (9) The reactants are [CH3:1][S:2]([O:5][C:6]1[CH:11]=[CH:10][C:9]([C:12]2([C:20]3[CH:25]=[CH:24][C:23]([F:26])=[C:22](Br)[CH:21]=3)[C:16](=[O:17])[N:15]([CH3:18])[C:14]([NH2:19])=[N:13]2)=[CH:8][CH:7]=1)(=[O:4])=[O:3].[CH:28]1(/[CH:31]=[CH:32]/B2OC3C=CC=CC=3O2)[CH2:30][CH2:29]1.C(=O)([O-])[O-].[K+].[K+]. No catalyst specified. The product is [CH3:1][S:2]([O:5][C:6]1[CH:11]=[CH:10][C:9]([C:12]2([C:20]3[CH:25]=[CH:24][C:23]([F:26])=[C:22](/[CH:32]=[CH:31]/[CH:28]4[CH2:30][CH2:29]4)[CH:21]=3)[C:16](=[O:17])[N:15]([CH3:18])[C:14]([NH2:19])=[N:13]2)=[CH:8][CH:7]=1)(=[O:4])=[O:3]. The yield is 0.440. (10) The reactants are [CH:1]1([N:7]2[CH:11]=[C:10]([C:12]([O:14][CH2:15][CH3:16])=[O:13])[C:9]([OH:17])=[N:8]2)[CH2:6][CH2:5][CH2:4][CH2:3][CH2:2]1.[CH2:18](Br)[C:19]1[CH:24]=[CH:23][CH:22]=[CH:21][CH:20]=1.C(=O)([O-])[O-].[K+].[K+].[Cl-].[NH4+]. The catalyst is CN(C)C=O. The product is [CH2:18]([O:17][C:9]1[C:10]([C:12]([O:14][CH2:15][CH3:16])=[O:13])=[CH:11][N:7]([CH:1]2[CH2:2][CH2:3][CH2:4][CH2:5][CH2:6]2)[N:8]=1)[C:19]1[CH:24]=[CH:23][CH:22]=[CH:21][CH:20]=1. The yield is 0.970.